From a dataset of Full USPTO retrosynthesis dataset with 1.9M reactions from patents (1976-2016). Predict the reactants needed to synthesize the given product. (1) Given the product [ClH:36].[ClH:36].[F:29][C:26]([F:27])([F:28])[C:23]1[CH:24]=[CH:25][C:20]([N:17]2[CH:18]=[CH:19][C:15]([CH2:14][N:11]3[CH2:12][CH2:13][CH:8]([NH2:7])[CH2:9][CH2:10]3)=[CH:16]2)=[CH:21][CH:22]=1, predict the reactants needed to synthesize it. The reactants are: C(OC(=O)[NH:7][CH:8]1[CH2:13][CH2:12][N:11]([CH2:14][C:15]2[CH:19]=[CH:18][N:17]([C:20]3[CH:25]=[CH:24][C:23]([C:26]([F:29])([F:28])[F:27])=[CH:22][CH:21]=3)[CH:16]=2)[CH2:10][CH2:9]1)(C)(C)C.C(OCC)C.[ClH:36]. (2) Given the product [Cl:2][C:3]1[N:8]=[CH:7][C:6]([C:9]2([OH:22])[CH2:10][CH2:11][NH:12][CH2:13][CH2:14]2)=[CH:5][CH:4]=1, predict the reactants needed to synthesize it. The reactants are: Cl.[Cl:2][C:3]1[N:8]=[CH:7][C:6]([C:9]2([OH:22])[CH2:14][CH2:13][N:12](C(OC(C)(C)C)=O)[CH2:11][CH2:10]2)=[CH:5][CH:4]=1.